Dataset: Reaction yield outcomes from USPTO patents with 853,638 reactions. Task: Predict the reaction yield, written as a fraction of the theoretical maximum amount of product (1.0 means a 100% yield; for example, 0.34 means a 34% yield). The reactants are [CH3:1][C:2]1[N:7]=[C:6]([C:8]2[CH:13]=[CH:12][CH:11]=[C:10]([C:14]3[CH:15]=[C:16]([S:20](Cl)(=[O:22])=[O:21])[CH:17]=[CH:18][CH:19]=3)[N:9]=2)[CH:5]=[C:4]([C:24]2[CH:29]=[CH:28][C:27]([C:30]([F:33])([F:32])[F:31])=[CH:26][CH:25]=2)[CH:3]=1.[NH:34]([CH2:38][CH2:39][OH:40])[CH2:35][CH2:36][OH:37]. The catalyst is C1COCC1.CCOC(C)=O. The product is [OH:37][CH2:36][CH2:35][N:34]([CH2:38][CH2:39][OH:40])[S:20]([C:16]1[CH:17]=[CH:18][CH:19]=[C:14]([C:10]2[N:9]=[C:8]([C:6]3[CH:5]=[C:4]([C:24]4[CH:29]=[CH:28][C:27]([C:30]([F:32])([F:33])[F:31])=[CH:26][CH:25]=4)[CH:3]=[C:2]([CH3:1])[N:7]=3)[CH:13]=[CH:12][CH:11]=2)[CH:15]=1)(=[O:22])=[O:21]. The yield is 0.500.